Dataset: Full USPTO retrosynthesis dataset with 1.9M reactions from patents (1976-2016). Task: Predict the reactants needed to synthesize the given product. Given the product [CH:1]([C:3]1[CH:4]=[CH:5][C:6]([CH2:7][N:8]2[C:13](=[N:14][C:15]3[CH:20]=[CH:19][C:18]([O:21][CH:22]([CH3:24])[CH3:23])=[C:17]([CH3:25])[CH:16]=3)[NH:12][C:11](=[O:26])[N:10]([CH2:27][C@@H:28]([C:30]([OH:32])=[O:31])[CH3:29])[C:9]2=[O:34])=[CH:35][CH:36]=1)=[CH2:2], predict the reactants needed to synthesize it. The reactants are: [CH:1]([C:3]1[CH:36]=[CH:35][C:6]([CH2:7][N:8]2[C:13](=[N:14][C:15]3[CH:20]=[CH:19][C:18]([O:21][CH:22]([CH3:24])[CH3:23])=[C:17]([CH3:25])[CH:16]=3)[NH:12][C:11](=[O:26])[N:10]([CH2:27][C@@H:28]([C:30]([O:32]C)=[O:31])[CH3:29])[C:9]2=[O:34])=[CH:5][CH:4]=1)=[CH2:2].CO.[OH-].[Li+].C(O)(=O)CC(CC(O)=O)(C(O)=O)O.